This data is from HIV replication inhibition screening data with 41,000+ compounds from the AIDS Antiviral Screen. The task is: Binary Classification. Given a drug SMILES string, predict its activity (active/inactive) in a high-throughput screening assay against a specified biological target. (1) The molecule is NC(=S=O)C(F)(F)C(F)(F)C(F)(F)F. The result is 1 (active). (2) The molecule is O=C(CCN1CCCC(O)C1COC(=O)C(O)(c1ccccc1)c1ccccc1)NCc1ccccc1. The result is 0 (inactive). (3) The drug is Cc1ccc2c(c1C)C(=O)C1(Cc3cc4c(cc3C1=O)CCC4)C2. The result is 0 (inactive). (4) The molecule is COC(=O)c1cc(C(=CCCBr)c2cc(Cl)c(OC)c(C(=O)OC)c2)cc(Cl)c1OC. The result is 1 (active). (5) The compound is COc1ccc2oc3c(OC)c(OC)c(OC)cc3c(=O)c2c1. The result is 0 (inactive). (6) The result is 0 (inactive). The drug is Cc1cn(CCCCCOC(=O)NC(CCCNC(N)=O)C(=O)O)c(=O)[nH]c1=O.